Predict the reaction yield, written as a fraction of the theoretical maximum amount of product (1.0 means a 100% yield; for example, 0.34 means a 34% yield). From a dataset of Reaction yield outcomes from USPTO patents with 853,638 reactions. (1) The reactants are [CH3:1][O:2][C:3]1[CH:4]=[C:5]([CH:15]=[CH:16][C:17]=1[O:18][CH3:19])[C:6]([NH:8][C:9]1[CH:14]=[CH:13][CH:12]=[CH:11][CH:10]=1)=[O:7].C(=O)([O-])[O-].[Cs+].[Cs+].C1COCC1.Br[CH2:32][CH2:33][CH2:34][CH:35]=[CH2:36]. The catalyst is CCOC(C)=O.CN(C=O)C. The product is [CH3:1][O:2][C:3]1[CH:4]=[C:5]([CH:15]=[CH:16][C:17]=1[O:18][CH3:19])[C:6]([N:8]([CH2:36][CH2:35][CH2:34][CH:33]=[CH2:32])[C:9]1[CH:14]=[CH:13][CH:12]=[CH:11][CH:10]=1)=[O:7]. The yield is 0.620. (2) The reactants are [CH3:1][N:2]1[C:10]2[C:5](=[CH:6][CH:7]=[CH:8][CH:9]=2)[C:4]([CH2:11][NH:12][C:13]2[CH:18]=[CH:17][CH:16]=[CH:15][C:14]=2[NH2:19])=[CH:3]1.[C:20](=S)=[S:21]. The catalyst is N1C=CC=CC=1. The product is [CH3:1][N:2]1[C:10]2[C:5](=[CH:6][CH:7]=[CH:8][CH:9]=2)[C:4]([CH2:11][N:12]2[C:13]3[CH:18]=[CH:17][CH:16]=[CH:15][C:14]=3[N:19]=[C:20]2[SH:21])=[CH:3]1. The yield is 0.390. (3) The reactants are [H-].[Na+].F[C:4]1[CH:5]=[C:6]2[C:11](=[CH:12][C:13]=1[O:14][CH3:15])[N:10]=[C:9]([C:16]1[CH:21]=[CH:20][CH:19]=[C:18]([C:22]([F:25])([F:24])[F:23])[CH:17]=1)[C:8]([CH3:26])=[C:7]2[C:27]([OH:29])=[O:28].[CH3:30][CH:31]([S-:33])[CH3:32].[Na+].I[CH3:36]. The catalyst is CS(C)=O.O. The product is [CH3:26][C:8]1[C:9]([C:16]2[CH:21]=[CH:20][CH:19]=[C:18]([C:22]([F:24])([F:23])[F:25])[CH:17]=2)=[N:10][C:11]2[C:6]([C:7]=1[C:27]([O:29][CH3:36])=[O:28])=[CH:5][C:4]([S:33][CH:31]([CH3:32])[CH3:30])=[C:13]([O:14][CH3:15])[CH:12]=2. The yield is 0.580. (4) The reactants are [CH2:1]([O:3][C:4](=[O:24])[CH2:5][C:6]1[C:14]2[C:9](=[CH:10][CH:11]=[C:12]([CH2:15]Br)[CH:13]=2)[N:8](C(=O)C)[C:7]=1[C:20]([F:23])([F:22])[F:21])[CH3:2].[CH3:25][NH:26][CH3:27]. The catalyst is C1COCC1.C(O)C. The product is [CH2:1]([O:3][C:4](=[O:24])[CH2:5][C:6]1[C:14]2[C:9](=[CH:10][CH:11]=[C:12]([CH2:15][N:26]([CH3:27])[CH3:25])[CH:13]=2)[NH:8][C:7]=1[C:20]([F:23])([F:22])[F:21])[CH3:2]. The yield is 0.990.